The task is: Predict the product of the given reaction.. This data is from Forward reaction prediction with 1.9M reactions from USPTO patents (1976-2016). (1) Given the reactants [CH3:1][C:2]1[CH:7]=[C:6]([C:8]2[CH:9]=[CH:10][C:11]3[N:18]4[CH2:19][C@H:14]([CH2:15][CH2:16][CH2:17]4)[NH:13][C:12]=3[N:20]=2)[CH:5]=[CH:4][N:3]=1.[CH3:21][N:22]1[CH:30]=[C:29]2[C:24]([CH:25]=[CH:26][C:27]([NH:31][C:32](=O)[O:33]C3C=CC=CC=3)=[CH:28]2)=[N:23]1, predict the reaction product. The product is: [CH3:21][N:22]1[CH:30]=[C:29]2[C:24]([CH:25]=[CH:26][C:27]([NH:31][C:32]([N:13]3[C@@H:14]4[CH2:19][N:18]([CH2:17][CH2:16][CH2:15]4)[C:11]4[CH:10]=[CH:9][C:8]([C:6]5[CH:5]=[CH:4][N:3]=[C:2]([CH3:1])[CH:7]=5)=[N:20][C:12]3=4)=[O:33])=[CH:28]2)=[N:23]1. (2) The product is: [F:37][C:34]([F:35])([F:36])[C:32]1[CH:31]=[C:30]([CH:29]=[C:28]([C:27]([F:46])([F:47])[F:26])[CH:33]=1)[CH2:38][N:39]([CH2:14][C:13]1[C:8]([N:7]([CH2:6][CH:1]2[CH2:5][CH2:4][CH2:3][CH2:2]2)[CH2:20][CH3:21])=[N:9][CH:10]=[C:11]([C:16]([F:19])([F:18])[F:17])[CH:12]=1)[C:40]1[N:41]=[N:42][N:43]([CH3:45])[N:44]=1. Given the reactants [CH:1]1([CH2:6][N:7]([CH2:20][CH3:21])[C:8]2[C:13]([CH2:14]O)=[CH:12][C:11]([C:16]([F:19])([F:18])[F:17])=[CH:10][N:9]=2)[CH2:5][CH2:4][CH2:3][CH2:2]1.S(Cl)(Cl)=O.[F:26][C:27]([F:47])([F:46])[C:28]1[CH:29]=[C:30]([CH2:38][NH:39][C:40]2[N:41]=[N:42][N:43]([CH3:45])[N:44]=2)[CH:31]=[C:32]([C:34]([F:37])([F:36])[F:35])[CH:33]=1.CC(C)([O-])C.[K+].[Cl-].[NH4+], predict the reaction product.